From a dataset of Catalyst prediction with 721,799 reactions and 888 catalyst types from USPTO. Predict which catalyst facilitates the given reaction. Reactant: [CH2:1]([NH2:5])[CH2:2][CH2:3][NH2:4].[C:6](#[N:9])[CH:7]=[CH2:8]. Product: [C:3]([CH2:2][CH2:1][N:5]([CH2:1][CH2:2][C:3]#[N:4])[CH2:8][CH2:7][CH2:6][N:9]([CH2:8][CH2:7][C:6]#[N:9])[CH2:8][CH2:7][C:6]#[N:9])#[N:4]. The catalyst class is: 6.